This data is from Forward reaction prediction with 1.9M reactions from USPTO patents (1976-2016). The task is: Predict the product of the given reaction. Given the reactants [Cl:1][C:2]1[S:6][C:5]([C:7]([OH:9])=O)=[CH:4][CH:3]=1.[C:10]([O:14][C:15](=[O:19])[CH2:16][CH2:17][NH2:18])([CH3:13])([CH3:12])[CH3:11].[B-](F)(F)(F)F.CCOC(C(C#N)=NOC(N(C)C)=[N+](C)C)=O.C(N(CC)CC)C, predict the reaction product. The product is: [C:10]([O:14][C:15](=[O:19])[CH2:16][CH2:17][NH:18][C:7]([C:5]1[S:6][C:2]([Cl:1])=[CH:3][CH:4]=1)=[O:9])([CH3:13])([CH3:12])[CH3:11].